From a dataset of Full USPTO retrosynthesis dataset with 1.9M reactions from patents (1976-2016). Predict the reactants needed to synthesize the given product. (1) Given the product [NH2:10][CH2:9][CH:8]([OH:11])[CH2:7][CH:1]1[CH2:2][CH2:3][CH2:4][CH2:5][CH2:6]1, predict the reactants needed to synthesize it. The reactants are: [CH:1]1([CH2:7][CH:8]([OH:11])[C:9]#[N:10])[CH2:6][CH2:5][CH2:4][CH2:3][CH2:2]1.[H-].[H-].[H-].[H-].[Li+].[Al+3].O.[OH-].[Na+]. (2) Given the product [F:19][C:20]1[CH:21]=[CH:22][C:23]([O:60][CH3:61])=[C:24]([C:26]2[CH:31]=[CH:30][N:29]=[C:28]3[NH:32][C:33]([C:35]4[CH2:40][C@@H:39]([CH2:41][OH:42])[N:38]([C:53]([O:55][C:56]([CH3:57])([CH3:58])[CH3:59])=[O:54])[CH2:37][CH:36]=4)=[CH:34][C:27]=23)[CH:25]=1, predict the reactants needed to synthesize it. The reactants are: [F-].C([N+](CCCC)(CCCC)CCCC)CCC.[F:19][C:20]1[CH:21]=[CH:22][C:23]([O:60][CH3:61])=[C:24]([C:26]2[CH:31]=[CH:30][N:29]=[C:28]3[NH:32][C:33]([C:35]4[CH2:40][C@@H:39]([CH2:41][O:42][Si](C(C)C)(C(C)C)C(C)C)[N:38]([C:53]([O:55][C:56]([CH3:59])([CH3:58])[CH3:57])=[O:54])[CH2:37][CH:36]=4)=[CH:34][C:27]=23)[CH:25]=1.